This data is from Reaction yield outcomes from USPTO patents with 853,638 reactions. The task is: Predict the reaction yield, written as a fraction of the theoretical maximum amount of product (1.0 means a 100% yield; for example, 0.34 means a 34% yield). (1) The reactants are C(O)(=O)C.N[CH:6]([OH:12])[CH2:7][C:8]([O:10][CH3:11])=[O:9].C(O[BH-](OC(=O)C)OC(=O)C)(=O)C.[Na+].[CH2:27]([O:34][C:35]1[C:36]([CH2:65][CH3:66])=[C:37]([CH2:55][CH2:56][NH:57][CH:58]([OH:64])CC(OC)=O)[C:38]([C:49]2[CH:54]=[CH:53][CH:52]=[CH:51][CH:50]=2)=[C:39]([O:41][CH2:42][C:43]2[CH:48]=[CH:47][CH:46]=[CH:45][CH:44]=2)[CH:40]=1)[C:28]1[CH:33]=[CH:32][CH:31]=[CH:30][CH:29]=1. The catalyst is ClCCCl. The product is [CH2:27]([O:34][C:35]1[C:36]([CH2:65][CH3:66])=[C:37]([CH2:55][CH2:56][N:57]2[CH:7]([C:8]([O:10][CH3:11])=[O:9])[CH2:6][O:12][C:58]2=[O:64])[C:38]([C:49]2[CH:54]=[CH:53][CH:52]=[CH:51][CH:50]=2)=[C:39]([O:41][CH2:42][C:43]2[CH:48]=[CH:47][CH:46]=[CH:45][CH:44]=2)[CH:40]=1)[C:28]1[CH:33]=[CH:32][CH:31]=[CH:30][CH:29]=1. The yield is 0.630. (2) The reactants are [C:1]([O:7][C:8]([CH3:11])([CH3:10])[CH3:9])(=[O:6])[CH2:2][C:3]([CH3:5])=O.[F:12][C:13]1[CH:20]=[C:19]([Br:21])[CH:18]=[CH:17][C:14]=1[CH:15]=O.[NH4+:22].[OH-:23]. The catalyst is CCO.C(Cl)Cl. The product is [Br:21][C:19]1[CH:18]=[CH:17][C:14]([CH:15]2[C:2]([C:1]([O:7][C:8]([CH3:11])([CH3:10])[CH3:9])=[O:6])=[C:3]([CH3:5])[NH:22][C:3]([CH3:5])=[C:2]2[C:1]([O:7][C:8]([CH3:11])([CH3:10])[CH3:9])=[O:23])=[C:13]([F:12])[CH:20]=1. The yield is 0.280. (3) The reactants are C(OC(=O)C)(=O)C.C([O-])(=O)C.[K+].[N:13](OCCC(C)C)=O.[C:21]([O:24][C:25]1[CH:30]=[C:29]([CH3:31])[C:28]([NH:32][C:33](=[O:35])[CH3:34])=[CH:27][C:26]=1[CH3:36])(=[O:23])[CH3:22]. The catalyst is [Br-].C([N+](CCCC)(CCCC)CCCC)CCC.C(OCC)(=O)C.O. The product is [C:21]([O:24][C:25]1[CH:30]=[C:29]2[C:28](=[CH:27][C:26]=1[CH3:36])[N:32]([C:33](=[O:35])[CH3:34])[N:13]=[CH:31]2)(=[O:23])[CH3:22]. The yield is 0.460. (4) The product is [NH2:1][C:2]1[N:7]=[CH:6][C:5]([C:8]2[CH:9]=[C:10]([CH2:14][OH:15])[CH:11]=[CH:12][CH:13]=2)=[N:4][C:3]=1[C:16]1[NH:25][N:24]=[C:22]([C:21]2[CH:26]=[CH:27][N:28]=[C:19]([NH2:18])[CH:20]=2)[N:17]=1. The yield is 0.0570. The reactants are [NH2:1][C:2]1[C:3]([C:16]#[N:17])=[N:4][C:5]([C:8]2[CH:13]=[CH:12][CH:11]=[C:10]([CH2:14][OH:15])[CH:9]=2)=[CH:6][N:7]=1.[NH2:18][C:19]1[CH:20]=[C:21]([CH:26]=[CH:27][N:28]=1)[C:22]([NH:24][NH2:25])=O. The catalyst is CN(C=O)C. (5) The product is [CH2:12]([N:10]1[C:9](=[O:14])[N:8]([C:15]2[CH:20]=[CH:19][CH:18]=[CH:17][C:16]=2[CH2:21][CH3:22])[C:7](=[NH:6])[S:11]1)[CH3:13]. The catalyst is CO. The yield is 0.650. The reactants are C(NC(/[N:6]=[C:7]1/[N:8]([C:15]2[CH:20]=[CH:19][CH:18]=[CH:17][C:16]=2[CH2:21][CH3:22])[C:9](=[O:14])[N:10]([CH2:12][CH3:13])[S:11]/1)=O)C.[OH-].[Na+].